This data is from Forward reaction prediction with 1.9M reactions from USPTO patents (1976-2016). The task is: Predict the product of the given reaction. (1) Given the reactants [NH2:1][C@@H:2]([C:10]([OH:12])=[O:11])[CH2:3][C:4]1[CH:9]=[CH:8][CH:7]=[CH:6][CH:5]=1.[CH3:13][CH2:14]O, predict the reaction product. The product is: [CH2:13]([O:11][C:10](=[O:12])[C@@H:2]([CH2:3][C:4]1[CH:9]=[CH:8][CH:7]=[CH:6][CH:5]=1)[NH2:1])[CH3:14]. (2) Given the reactants [O:1]=[C:2]1[NH:7][C:6](=[O:8])[C:5]([C:9]#[N:10])=[CH:4][N:3]1[CH2:11][CH2:12][CH:13]=O.[F:15][C:16]([F:30])([F:29])[C:17]1[CH:22]=[CH:21][C:20]([C@:23]23[CH2:28][C@H:27]2[CH2:26][NH:25][CH2:24]3)=[CH:19][CH:18]=1.CC(O)=O.[BH-](OC(C)=O)(OC(C)=O)OC(C)=O.[Na+].[Cl:49]C(Cl)C, predict the reaction product. The product is: [ClH:49].[O:1]=[C:2]1[NH:7][C:6](=[O:8])[C:5]([C:9]#[N:10])=[CH:4][N:3]1[CH2:11][CH2:12][CH2:13][N:25]1[CH2:26][C@H:27]2[C@:23]([C:20]3[CH:19]=[CH:18][C:17]([C:16]([F:15])([F:30])[F:29])=[CH:22][CH:21]=3)([CH2:28]2)[CH2:24]1. (3) Given the reactants [Cl:1][C:2]1[CH:17]=[CH:16][C:5]([CH2:6][O:7][CH2:8][C:9]2[N:14]=[C:13]([NH2:15])[CH:12]=[CH:11][CH:10]=2)=[CH:4][CH:3]=1.[Cl:18][C:19]1[CH:24]=[C:23]([Cl:25])[CH:22]=[C:21]([CH3:26])[C:20]=1[S:27](Cl)(=[O:29])=[O:28], predict the reaction product. The product is: [Cl:18][C:19]1[CH:24]=[C:23]([Cl:25])[CH:22]=[C:21]([CH3:26])[C:20]=1[S:27]([NH:15][C:13]1[CH:12]=[CH:11][CH:10]=[C:9]([CH2:8][O:7][CH2:6][C:5]2[CH:4]=[CH:3][C:2]([Cl:1])=[CH:17][CH:16]=2)[N:14]=1)(=[O:29])=[O:28]. (4) The product is: [O:2]=[CH:3][CH2:4][N:5]1[C:9]2[C:10]([C:14]([O:16][CH3:17])=[O:15])=[CH:11][CH:12]=[CH:13][C:8]=2[N:7]=[CH:6]1. Given the reactants C[O:2][CH:3](OC)[CH2:4][N:5]1[C:9]2[C:10]([C:14]([O:16][CH3:17])=[O:15])=[CH:11][CH:12]=[CH:13][C:8]=2[N:7]=[C:6]1C(C)C.O.FC(F)(F)C(O)=O, predict the reaction product.